Task: Predict which catalyst facilitates the given reaction.. Dataset: Catalyst prediction with 721,799 reactions and 888 catalyst types from USPTO (1) Reactant: [F:1][C:2]1[CH:7]=[CH:6][CH:5]=[C:4]([F:8])[C:3]=1[N:9]1[C:14]2[N:15]=[C:16]([NH:30][CH2:31][CH2:32][N:33]([CH3:35])[CH3:34])[N:17]=[C:18]([C:19]3[CH:20]=[C:21]([CH:25]=[C:26]([F:29])[C:27]=3[CH3:28])[C:22]([OH:24])=O)[C:13]=2[CH2:12][NH:11][C:10]1=[O:36].[NH2:37][C:38]1[CH:43]=[CH:42][CH:41]=[CH:40][CH:39]=1.CN(C(ON1N=NC2C=CC=CC1=2)=[N+](C)C)C.F[P-](F)(F)(F)(F)F. Product: [F:8][C:4]1[CH:5]=[CH:6][CH:7]=[C:2]([F:1])[C:3]=1[N:9]1[C:14]2[N:15]=[C:16]([NH:30][CH2:31][CH2:32][N:33]([CH3:35])[CH3:34])[N:17]=[C:18]([C:19]3[CH:20]=[C:21]([CH:25]=[C:26]([F:29])[C:27]=3[CH3:28])[C:22]([NH:37][C:38]3[CH:43]=[CH:42][CH:41]=[CH:40][CH:39]=3)=[O:24])[C:13]=2[CH2:12][NH:11][C:10]1=[O:36]. The catalyst class is: 2. (2) Reactant: [OH:1][C:2]1[C:3]([C:12]([OH:14])=[O:13])=[CH:4][C:5]2[C:10]([CH:11]=1)=[CH:9][CH:8]=[CH:7][CH:6]=2.[Br:15]Br. The catalyst class is: 15. Product: [Br:15][C:11]1[C:10]2[C:5](=[CH:6][CH:7]=[CH:8][CH:9]=2)[CH:4]=[C:3]([C:12]([OH:14])=[O:13])[C:2]=1[OH:1].